Dataset: Experimentally validated miRNA-target interactions with 360,000+ pairs, plus equal number of negative samples. Task: Binary Classification. Given a miRNA mature sequence and a target amino acid sequence, predict their likelihood of interaction. (1) The miRNA is rno-miR-200c-5p with sequence CGUCUUACCCAGCAGUGUUUG. The protein sequence of the target gene is MSTPTDPAAMPHPGPSPGPGPSPGPILGPSPGPGPSPGSVHSMMGPSPGPPSVSHPLSTMGSADFPQEGMHQLHKPMDGIHDKGIVEDVHCGSMKGTSMRPPHPGMGPPQSPMDQHSQGYMSPHPSPLGAPEHVSSPTPPQMPPSQPGALIPGDPQAMNQPNRGPSPFSPVQLHQLRAQILAYKMLARGQPLPETLQLAVQGKRTLPGMQQQQQQQQQQQQQQQQQQQQQQQQQQPQQPQQQAQAQPQQQQQQQQQPALVSYNRPSGPGQELLLSGQSAPQKLSAPAPSGRPSPAPQAAV.... Result: 0 (no interaction). (2) The miRNA is hsa-miR-6835-5p with sequence AGGGGGUAGAAAGUGGCUGAAG. The protein sequence of the target gene is MAAARPEAQSRSSPTPESRSQEPLDLVLVPDDCRPGTPPSDLIEIQVVKVTDTTLVPEPPEPGSFHCALCPAAFRLVSELLFHEHGHLAGAEGGGQGGDPSRCHVCGHSCPGPASLRAHYSLHTGERPYRCALCPRAFKALAPLLRHQHRHGVEPGTSRRPPDTAAVAEQRPGVAPERAEVVMAAAAAGAAVGKPFACRFCAKPFRRSSDMRDHERVHTGERPYHCGICGKGFTQSSVLSGHARIHTGERPFRCTLCDRTFNNSSNFRKHQRTHFHGPGPGLGDSGGQLGSSAAEGSGSG.... Result: 0 (no interaction). (3) The miRNA is hsa-miR-1231 with sequence GUGUCUGGGCGGACAGCUGC. The protein sequence of the target gene is MAGLTAVVPQPGVLLILLLNLLHPAQPGGVPGAVPGGLPGGVPGGVYYPGAGIGGLGGGGGALGPGGKPPKPGAGLLGTFGAGPGGLGGAGPGAGLGAFPAGTFPGAGALVPGGAAGAAAAYKAAAKAGAGLGGVGGVPGGVGVGGVPGGVGVGGVPGGVGVGGVPGGVGGIGGIGGLGVSTGAVVPQVGAGIGAGGKPGKVPGVGLPGVYPGGVLPGTGARFPGVGVLPGVPTGTGVKAKAPGGGGAFAGIPGVGPFGGQQPGVPLGYPIKAPKLPGGYGLPYTNGKLPYGVAGAGGKA.... Result: 0 (no interaction). (4) The miRNA is hsa-miR-548a-3p with sequence CAAAACUGGCAAUUACUUUUGC. The protein sequence of the target gene is MTGQSLWDVSEANVEDGEIRINVGGFKRRLRSHTLLRFPETRLGRLLLCHSREAILELCDDYDDVQREFYFDRNPELFPYVLHFYHTGKLHVMAELCVFSFSQEIEYWGINEFFIDSCCSYSYHGRKVEPEQEKWDEQSDQESTTSSFDEILAFYNDASKFDGQPLGNFRRQLWLALDNPGYSVLSRVFSILSILVVMGSIITMCLNSLPDFQIPDSQGNPGEDPRFEIVEHFGIAWFTFELVARFAVAPDFLKFFKNALNLIDLMSIVPFYITLVVNLVVESTPTLANLGRVAQVLRLM.... Result: 1 (interaction). (5) The miRNA is hsa-miR-4644 with sequence UGGAGAGAGAAAAGAGACAGAAG. The protein sequence of the target gene is MAALGDIQESPSVPSPVSLSSPGTPGTQHHEPQLHLHGHQHGSPGSSPKVLSQPSDLDLQDVEEVEIGRDTFWPDSEPKPEQAPRSPGSQAPDEGAGGALRSLLRSLPRRARCSAGFGPESSAERPAGQPPGAVPCAQPRGAWRVTLVQQAAAGPEGAPERAAELGVNFGRSRQGSARGAKPHRCEACGKSFKYNSLLLKHQRIHTGEKPYACHECGKRFRGWSGFIQHHRIHTGEKPYECGQCGRAFSHSSHFTQHLRIHNGEKPYKCGECGQAFSQSSNLVRHQRLHTGEKPYACSQC.... Result: 1 (interaction). (6) The miRNA is mmu-miR-3070-3p with sequence UGGUGCUACCGUCAGGGGUAGA. The protein sequence of the target gene is METYESPSPLPREPAGEAMMENRACPFQVLPHEQSPPPPLQTSSDAEVMDVGSGGDGQSEPPADDPFNFYGASLLSKGSFSKGRLLIDPNCSGHSPRTARHAPAVRKFSPDLKLLKDVKISVSFTESCRSKDRKVLYTGVERSTRPECGQLLSPVSGDVHACPFGGSVGNGVGLGGESADKKDEENELDQEKRVEYAVLDELEDFTDNLELDEEGTGGFTAKAIVQRDRVDEEALNFSYEDDFDNDVDALLEEGLCAPKKRRMEEKYGGDSDHPSDGETSVQPMMTKIKTVLKSRGRPPT.... Result: 0 (no interaction). (7) Result: 0 (no interaction). The protein sequence of the target gene is MRFAWAVLLLGPLQLCPLLRCAPQTPREPPAAPGAWRQTIQWENNGQVFSLLSLGAQYQPQRRRDPSATARRPDGDAASQPRTPILLLRDNRTASTRARTPSPSGVAAGRPRPAARHWFQAGFSPSGARDGASRRAANRTASPQPPQLSNLRPPSHIDRMVGDDPYNPYKYSDDNPYYNYYDTYERPRPGSRNRPGYGTGYFQYGLPDLVPDPYYIQASTYVQKMSMYNLRCAAEENCLASSAYRADVRDYDHRVLLRFPQRVKNQGTSDFLPSRPRYSWEWHSCHQHYHSMDEFSHYDL.... The miRNA is hsa-miR-524-3p with sequence GAAGGCGCUUCCCUUUGGAGU. (8) The miRNA is hsa-miR-6781-5p with sequence CGGGCCGGAGGUCAAGGGCGU. The protein sequence of the target gene is MAQDGVELEKSVRRLREKFHGKVSPKKAGALMRKFGSDHTGVGRSIVYGVKQKDGQELSNDLDAQDPPEDMKQDQDIQAVATSLLPLTQANLRMFQRAQDDLIPAVDRQFACSSCDHVWWRRVPQRKEVSRCRKCRKRYEPVPLDKMWGLAEFHCPKCRHNFRGWAQMGSPSPCYGCGFPVYPTRILPPRWDRDLDRRSTHTHSCSAADCYNRREPHVPGTSCAHPKSRKQNHLPKVLHPSNPHISSGSTVATCLSQGGLVDDLDHLILEDLKEEEEEEEEEEEDGGPRE. Result: 0 (no interaction). (9) The miRNA is hsa-miR-221-3p with sequence AGCUACAUUGUCUGCUGGGUUUC. The protein sequence of the target gene is MVFSRRGGLGARDLLLWLLLLAAWEVGSGQLHYSIPEEAKHGTFVGRVAQDLGLELAELVPRLFRVASKTHRDLLEVNLQNGILFVNSRIDREELCQWSAECSIHLELIADRPLQVFHVEVKVKDINDNPPVFRGREQIIFIPESRLLNSRFPIEGAADADIGANALLTYTLSPSDYFSLDVEASDELSKSLWLELRKYLDREETPELHLLLTATDGGKPELQGTVELLITVLDVNDNAPLFDQAVYRVHLLETTANGTLVTTLNASDADEGVNGEVVFSFDSGISRDIQEKFKVDSSSG.... Result: 1 (interaction).